From a dataset of Forward reaction prediction with 1.9M reactions from USPTO patents (1976-2016). Predict the product of the given reaction. (1) Given the reactants [O:1]1CCO[CH:2]1[CH2:6][N:7]1[C:16]2[C:11](=[CH:12][CH:13]=[C:14]([O:17][CH3:18])[CH:15]=2)[C:10]([C:19]([O:21][CH3:22])=[O:20])=[CH:9][C:8]1=[O:23].FC(F)(F)C(O)=O, predict the reaction product. The product is: [CH3:18][O:17][C:14]1[CH:15]=[C:16]2[C:11]([C:10]([C:19]([O:21][CH3:22])=[O:20])=[CH:9][C:8](=[O:23])[N:7]2[CH2:6][CH:2]=[O:1])=[CH:12][CH:13]=1. (2) Given the reactants [H-].[Na+].[CH3:3][O:4][CH2:5][CH2:6][O:7][CH2:8][CH2:9][SH:10].F[C:12]1[CH:17]=[CH:16][C:15]([S:18]([NH2:21])(=[O:20])=[O:19])=[CH:14][C:13]=1[N+:22]([O-:24])=[O:23].O, predict the reaction product. The product is: [CH3:3][O:4][CH2:5][CH2:6][O:7][CH2:8][CH2:9][S:10][C:12]1[CH:17]=[CH:16][C:15]([S:18]([NH2:21])(=[O:20])=[O:19])=[CH:14][C:13]=1[N+:22]([O-:24])=[O:23]. (3) Given the reactants [N+:1]([C:4]1[CH:12]=[C:11]2[C:7]([C:8]([C:21]3[N:25]([CH2:26][O:27][CH2:28][CH2:29][Si:30]([CH3:33])([CH3:32])[CH3:31])[C:24]4[CH:34]=[CH:35][CH:36]=[CH:37][C:23]=4[N:22]=3)=[N:9][N:10]2[CH2:13][O:14][CH2:15][CH2:16][Si:17]([CH3:20])([CH3:19])[CH3:18])=[CH:6][CH:5]=1)([O-])=O.C(=O)(O)[O-].[Na+], predict the reaction product. The product is: [NH2:1][C:4]1[CH:12]=[C:11]2[C:7]([C:8]([C:21]3[N:25]([CH2:26][O:27][CH2:28][CH2:29][Si:30]([CH3:32])([CH3:31])[CH3:33])[C:24]4[CH:34]=[CH:35][CH:36]=[CH:37][C:23]=4[N:22]=3)=[N:9][N:10]2[CH2:13][O:14][CH2:15][CH2:16][Si:17]([CH3:20])([CH3:19])[CH3:18])=[CH:6][CH:5]=1. (4) Given the reactants [CH2:1]([C@H:3]1[C:7]2=[N:8][CH:9]=[C:10]([C:12](=[O:28])[NH:13][C@H:14]([C:17]3[CH:22]=[CH:21][C:20]([S:23]([CH2:26][CH3:27])(=[O:25])=[O:24])=[CH:19][CH:18]=3)[CH2:15][OH:16])[CH:11]=[C:6]2[CH2:5][N:4]1C(OC(C)(C)C)=O)[CH3:2].Cl.C(OCC)(=O)C, predict the reaction product. The product is: [CH2:1]([C@H:3]1[C:7]2=[N:8][CH:9]=[C:10]([C:12]([NH:13][C@H:14]([C:17]3[CH:22]=[CH:21][C:20]([S:23]([CH2:26][CH3:27])(=[O:25])=[O:24])=[CH:19][CH:18]=3)[CH2:15][OH:16])=[O:28])[CH:11]=[C:6]2[CH2:5][NH:4]1)[CH3:2]. (5) Given the reactants [CH3:1][C:2]1[N:3]=[C:4]([CH:7]([CH3:13])[C:8]([O:10][CH2:11][CH3:12])=[O:9])[S:5][CH:6]=1.Cl.[Br-:15].[K+].OO, predict the reaction product. The product is: [Br:15][C:7]([C:4]1[S:5][CH:6]=[C:2]([CH3:1])[N:3]=1)([CH3:13])[C:8]([O:10][CH2:11][CH3:12])=[O:9].